Dataset: Catalyst prediction with 721,799 reactions and 888 catalyst types from USPTO. Task: Predict which catalyst facilitates the given reaction. (1) Reactant: [N+:1]([C:4]1[CH:10]=[CH:9][C:7]([NH2:8])=[CH:6][CH:5]=1)([O-:3])=[O:2].FC(F)(F)C(O)=O.C=CC1C=CC=CC=1.C=O.[N+](C1[CH:38]=[C:39]2[C:38]3=[C:39]([CH:41]([C:44]4[CH:49]=[CH:48][CH:47]=[CH:46][CH:45]=4)[CH2:42]CN3C[CH2:42][CH:41]2[C:44]2[CH:49]=[CH:48][CH:47]=[CH:46][CH:45]=2)C=1)([O-])=O.[C:56]1([CH:62]2[C:71]3C4=[C:71]([CH:62]([C:56]5[CH:61]=[CH:60][CH:59]=[CH:58][CH:57]=5)[CH2:63][CH2:64]N4[CH2:64][CH2:63]2)C=C(N)C=3)[CH:61]=[CH:60][CH:59]=[CH:58][CH:57]=1. Product: [CH3:42][C:41]1([C:44]2[CH:49]=[CH:48][CH:47]=[CH:46][CH:45]=2)[C:9]2[C:7]3=[C:6]([C:62]([CH3:71])([C:56]4[CH:61]=[CH:60][CH:59]=[CH:58][CH:57]=4)[CH2:63][CH2:64][N:8]3[CH2:38][CH2:39]1)[CH:5]=[C:4]([N+:1]([O-:3])=[O:2])[CH:10]=2. The catalyst class is: 10. (2) Reactant: [NH:1](C(OC(C)(C)C)=O)[CH2:2][C:3]([OH:5])=[O:4].[CH3:13][CH2:14][CH2:15][N:16]([C@@H:24]1[CH2:29][C:28]2[CH:30]=[CH:31][CH:32]=[C:33]([OH:34])[C:27]=2[CH2:26][CH2:25]1)[CH2:17][CH2:18][C:19]1[S:23][CH:22]=[CH:21][CH:20]=1.Cl.FC(F)(F)C(O)=O. Product: [NH2:1][CH2:2][C:3]([OH:5])=[O:4].[CH3:13][CH2:14][CH2:15][N:16]([C@@H:24]1[CH2:29][C:28]2[CH:30]=[CH:31][CH:32]=[C:33]([OH:34])[C:27]=2[CH2:26][CH2:25]1)[CH2:17][CH2:18][C:19]1[S:23][CH:22]=[CH:21][CH:20]=1. The catalyst class is: 4. (3) Reactant: C(O)(=O)C.FC(F)(F)OC1C=CC([N:14]2[CH2:18][CH2:17][C:16]3([CH2:23][CH2:22][NH:21][CH2:20][CH2:19]3)[C:15]2=[O:24])=CC=1.CN1C(C)=C(S(Cl)(=O)=O)C(C)=N1. Product: [C:15]1(=[O:24])[C:16]2([CH2:23][CH2:22][NH:21][CH2:20][CH2:19]2)[CH2:17][CH2:18][NH:14]1. The catalyst class is: 17. (4) Reactant: C([O:8][C:9]1[C:10]([CH3:25])=[C:11]([CH3:24])[C:12]([N:16]([CH3:23])[C:17]2[CH:22]=[CH:21][CH:20]=[CH:19][N:18]=2)=[N:13][C:14]=1[CH3:15])C1C=CC=CC=1. Product: [CH3:15][C:14]1[C:9]([OH:8])=[C:10]([CH3:25])[C:11]([CH3:24])=[C:12]([N:16]([CH3:23])[C:17]2[CH:22]=[CH:21][CH:20]=[CH:19][N:18]=2)[N:13]=1. The catalyst class is: 43.